From a dataset of Reaction yield outcomes from USPTO patents with 853,638 reactions. Predict the reaction yield, written as a fraction of the theoretical maximum amount of product (1.0 means a 100% yield; for example, 0.34 means a 34% yield). (1) The reactants are [F:1][C:2]([F:38])([F:37])[CH:3]([C:30]1[CH:35]=[CH:34][N+:33]([O-])=[CH:32][CH:31]=1)[O:4][C:5]1[C:14]([N:15]([CH2:22][O:23][CH2:24][CH2:25][Si:26]([CH3:29])([CH3:28])[CH3:27])[S:16]([CH2:19][CH2:20][CH3:21])(=[O:18])=[O:17])=[N:13][C:12]2[C:7](=[CH:8][CH:9]=[CH:10][CH:11]=2)[N:6]=1.S([N:42]1[CH:46]=[CH:45][N:44]=[CH:43]1)([N:42]1[CH:46]=[CH:45][N:44]=[CH:43]1)(=O)=O.[OH-].[Na+]. The catalyst is C1(C)C=CC=CC=1. The product is [N:42]1([C:34]2[CH:35]=[C:30]([CH:3]([O:4][C:5]3[C:14]([N:15]([CH2:22][O:23][CH2:24][CH2:25][Si:26]([CH3:29])([CH3:28])[CH3:27])[S:16]([CH2:19][CH2:20][CH3:21])(=[O:18])=[O:17])=[N:13][C:12]4[C:7]([N:6]=3)=[CH:8][CH:9]=[CH:10][CH:11]=4)[C:2]([F:38])([F:37])[F:1])[CH:31]=[CH:32][N:33]=2)[CH:46]=[CH:45][N:44]=[CH:43]1. The yield is 0.130. (2) The reactants are [OH:1][CH2:2][CH2:3][C:4]1[CH:9]=[CH:8][C:7]([OH:10])=[CH:6][CH:5]=1.Cl[C:12]1[N:17]=[CH:16][CH:15]=[CH:14][N:13]=1.C([O-])([O-])=O.[K+].[K+]. The catalyst is CN(C=O)C. The product is [N:13]1[CH:14]=[CH:15][CH:16]=[N:17][C:12]=1[O:10][C:7]1[CH:8]=[CH:9][C:4]([CH2:3][CH2:2][OH:1])=[CH:5][CH:6]=1. The yield is 0.920. (3) The reactants are [CH:1]([C:3]1[CH:4]=[C:5]2[C:9](=[CH:10][CH:11]=1)[NH:8][CH:7]=[CH:6]2)=[CH2:2].[C:12](O[C:12]([O:14][C:15]([CH3:18])([CH3:17])[CH3:16])=[O:13])([O:14][C:15]([CH3:18])([CH3:17])[CH3:16])=[O:13]. The catalyst is C(#N)C.CN(C1C=CN=CC=1)C.C(Cl)Cl. The product is [C:15]([O:14][C:12]([N:8]1[C:9]2[C:5](=[CH:4][C:3]([CH:1]=[CH2:2])=[CH:11][CH:10]=2)[CH:6]=[CH:7]1)=[O:13])([CH3:18])([CH3:17])[CH3:16]. The yield is 0.590. (4) The reactants are Cl.[CH3:2][O:3][C:4]1[CH:5]=[C:6]2[C:10](=[CH:11][C:12]=1[O:13][CH3:14])[C:9](=O)[CH2:8][CH:7]2[CH3:16]. The catalyst is O.C1(C)C=CC=CC=1.[Zn]. The product is [CH3:14][O:13][C:12]1[CH:11]=[C:10]2[C:6](=[CH:5][C:4]=1[O:3][CH3:2])[CH:7]([CH3:16])[CH2:8][CH2:9]2. The yield is 0.750. (5) The catalyst is CO.[Pd]. The reactants are [CH3:1][O:2][N:3]1[CH2:8][CH:7]=[C:6]([C:9]2[CH:14]=[CH:13][C:12]([NH2:15])=[CH:11][CH:10]=2)[CH2:5][CH2:4]1. The yield is 0.920. The product is [CH3:1][O:2][N:3]1[CH2:8][CH2:7][CH:6]([C:9]2[CH:10]=[CH:11][C:12]([NH2:15])=[CH:13][CH:14]=2)[CH2:5][CH2:4]1.